Dataset: Forward reaction prediction with 1.9M reactions from USPTO patents (1976-2016). Task: Predict the product of the given reaction. (1) Given the reactants [N:1]([C@H:4]1[C@H:8](O)[CH2:7][N:6]([C:10]([O:12][C:13]([CH3:16])([CH3:15])[CH3:14])=[O:11])[CH2:5]1)=[N+:2]=[N-:3].CCN(S(F)(F)[F:23])CC.C([O-])([O-])=O.[Na+].[Na+], predict the reaction product. The product is: [N:1]([C@H:4]1[C@H:8]([F:23])[CH2:7][N:6]([C:10]([O:12][C:13]([CH3:16])([CH3:15])[CH3:14])=[O:11])[CH2:5]1)=[N+:2]=[N-:3]. (2) Given the reactants C(=O)([O-])O.[Na+].Cl.[NH2:7][OH:8].[F:9][C:10]1[CH:11]=[CH:12][C:13]([C:24]([F:27])([F:26])[F:25])=[C:14]([C:16]2[CH:21]=[CH:20][N:19]=[C:18]([C:22]#[N:23])[CH:17]=2)[CH:15]=1, predict the reaction product. The product is: [F:9][C:10]1[CH:11]=[CH:12][C:13]([C:24]([F:27])([F:25])[F:26])=[C:14]([C:16]2[CH:21]=[CH:20][N:19]=[C:18]([C:22](=[N:7][OH:8])[NH2:23])[CH:17]=2)[CH:15]=1. (3) Given the reactants [OH:1][C:2]1[CH:7]=[CH:6][C:5]([CH2:8][C:9]([NH:11][C@@H:12]([C:14]2[CH:19]=[CH:18][C:17]([NH:20][CH2:21][C:22]([F:25])([F:24])[F:23])=[CH:16][N:15]=2)[CH3:13])=[O:10])=[CH:4][CH:3]=1.O[CH:27]1[CH2:31][CH2:30][O:29][CH2:28]1.N(C(OC(C)(C)C)=O)=NC(OC(C)(C)C)=O.C1(P(C2C=CC=CC=2)C2C=CC=CC=2)C=CC=CC=1, predict the reaction product. The product is: [O:29]1[CH2:30][CH2:31][CH:27]([O:1][C:2]2[CH:3]=[CH:4][C:5]([CH2:8][C:9]([NH:11][C@@H:12]([C:14]3[CH:19]=[CH:18][C:17]([NH:20][CH2:21][C:22]([F:25])([F:23])[F:24])=[CH:16][N:15]=3)[CH3:13])=[O:10])=[CH:6][CH:7]=2)[CH2:28]1. (4) Given the reactants [CH3:1][O:2][C:3](=[O:41])[C:4]1[CH:9]=[CH:8][C:7]([CH2:10][N:11]2[CH:15]=[C:14]([C:16]3[CH:21]=[CH:20][C:19]([Cl:22])=[CH:18][C:17]=3[Cl:23])[N:13]=[C:12]2/[CH:24]=[CH:25]/[C:26]2[CH:31]=[CH:30][C:29]([C:32]3[CH:37]=[CH:36][C:35]([O:38][CH3:39])=[C:34]([NH2:40])[CH:33]=3)=[CH:28][CH:27]=2)=[CH:6][CH:5]=1.[CH3:42][S:43](Cl)(=[O:45])=[O:44], predict the reaction product. The product is: [CH3:1][O:2][C:3](=[O:41])[C:4]1[CH:9]=[CH:8][C:7]([CH2:10][N:11]2[CH:15]=[C:14]([C:16]3[CH:21]=[CH:20][C:19]([Cl:22])=[CH:18][C:17]=3[Cl:23])[N:13]=[C:12]2/[CH:24]=[CH:25]/[C:26]2[CH:31]=[CH:30][C:29]([C:32]3[CH:37]=[CH:36][C:35]([O:38][CH3:39])=[C:34]([NH:40][S:43]([CH3:42])(=[O:45])=[O:44])[CH:33]=3)=[CH:28][CH:27]=2)=[CH:6][CH:5]=1. (5) Given the reactants O[C:2]1[C:7]([CH2:8][CH2:9][CH3:10])=[C:6]([OH:11])[CH:5]=[CH:4][C:3]=1[C:12](=[N:17][OH:18])[C:13]([F:16])([F:15])[F:14].C1C=CC(P(C2C=CC=CC=2)C2C=CC=CC=2)=CC=1.CCOC(/N=N/C(OCC)=O)=O.O, predict the reaction product. The product is: [F:16][C:13]([F:14])([F:15])[C:12]1[C:3]2[CH:4]=[CH:5][C:6]([OH:11])=[C:7]([CH2:8][CH2:9][CH3:10])[C:2]=2[O:18][N:17]=1. (6) Given the reactants [C:1]1([CH:7]([CH3:10])[C:8]#[N:9])[CH:6]=[CH:5][CH:4]=[CH:3][CH:2]=1.[CH2:11]1COC[CH2:12]1.C[Si]([N-][Si](C)(C)C)(C)C.[Na+].C(I)C, predict the reaction product. The product is: [CH3:10][C:7]([C:1]1[CH:6]=[CH:5][CH:4]=[CH:3][CH:2]=1)([CH2:11][CH3:12])[C:8]#[N:9]. (7) Given the reactants [CH2:1]([O:3][C:4]1[CH:12]=[C:11]2[C:7]([CH:8]=[CH:9][NH:10]2)=[CH:6][C:5]=1[O:13][C:14]1[CH:19]=[CH:18][N:17]=[C:16]([NH2:20])[CH:15]=1)[CH3:2].[H-].[Na+].[CH3:23][NH:24][C:25](=O)[O:26]C1C=CC=CC=1.[Cl-].[NH4+], predict the reaction product. The product is: [NH2:20][C:16]1[CH:15]=[C:14]([O:13][C:5]2[CH:6]=[C:7]3[C:11](=[CH:12][C:4]=2[O:3][CH2:1][CH3:2])[N:10]([C:25]([NH:24][CH3:23])=[O:26])[CH:9]=[CH:8]3)[CH:19]=[CH:18][N:17]=1. (8) Given the reactants [C:1]([O-])([O-])=O.[K+].[K+].[C:7]([O:11][C:12](=[O:46])[N:13]([CH2:30][CH2:31][O:32][C:33]1[CH:38]=[CH:37][CH:36]=[CH:35][C:34]=1[CH2:39][C:40]1[CH:45]=[CH:44][CH:43]=[CH:42][CH:41]=1)[CH2:14][CH2:15][NH:16][S:17]([C:20]1[C:21]2[CH:22]=[CH:23][N:24]=[CH:25][C:26]=2[CH:27]=[CH:28][CH:29]=1)(=[O:19])=[O:18])([CH3:10])([CH3:9])[CH3:8].CI, predict the reaction product. The product is: [C:7]([O:11][C:12](=[O:46])[N:13]([CH2:30][CH2:31][O:32][C:33]1[CH:38]=[CH:37][CH:36]=[CH:35][C:34]=1[CH2:39][C:40]1[CH:41]=[CH:42][CH:43]=[CH:44][CH:45]=1)[CH2:14][CH2:15][N:16]([S:17]([C:20]1[C:21]2[CH:22]=[CH:23][N:24]=[CH:25][C:26]=2[CH:27]=[CH:28][CH:29]=1)(=[O:19])=[O:18])[CH3:1])([CH3:10])([CH3:8])[CH3:9].